Dataset: TCR-epitope binding with 47,182 pairs between 192 epitopes and 23,139 TCRs. Task: Binary Classification. Given a T-cell receptor sequence (or CDR3 region) and an epitope sequence, predict whether binding occurs between them. (1) The TCR CDR3 sequence is CASSHLPNTGELFF. Result: 0 (the TCR does not bind to the epitope). The epitope is FLASKIGRLV. (2) The epitope is QYDPVAALF. The TCR CDR3 sequence is CASSEFWGQETQYF. Result: 0 (the TCR does not bind to the epitope).